This data is from Forward reaction prediction with 1.9M reactions from USPTO patents (1976-2016). The task is: Predict the product of the given reaction. (1) Given the reactants Cl[C:2]1[CH:7]=[CH:6][C:5]([N+:8]([O-:10])=[O:9])=[CH:4][N:3]=1.[OH:11][C:12]1[CH:19]=[CH:18][C:15]([C:16]#[N:17])=[CH:14][C:13]=1[C:20]([F:23])([F:22])[F:21].O, predict the reaction product. The product is: [N+:8]([C:5]1[CH:6]=[CH:7][C:2]([O:11][C:12]2[CH:19]=[CH:18][C:15]([C:16]#[N:17])=[CH:14][C:13]=2[C:20]([F:21])([F:22])[F:23])=[N:3][CH:4]=1)([O-:10])=[O:9]. (2) Given the reactants [C:1]12([C:11]3[CH:16]=[CH:15][C:14]([OH:17])=[C:13]([CH3:18])[CH:12]=3)[CH2:10][CH:5]3[CH2:6][CH:7]([CH2:9][CH:3]([CH2:4]3)[CH2:2]1)[CH2:8]2.C(=O)([O-])[O-].[K+].[K+].Cl[CH2:26][C:27]([O:29][CH2:30][CH3:31])=[O:28], predict the reaction product. The product is: [C:1]12([C:11]3[CH:16]=[CH:15][C:14]([O:17][CH2:26][C:27]([O:29][CH2:30][CH3:31])=[O:28])=[C:13]([CH3:18])[CH:12]=3)[CH2:8][CH:7]3[CH2:9][CH:3]([CH2:4][CH:5]([CH2:6]3)[CH2:10]1)[CH2:2]2. (3) Given the reactants [F:1][C:2]1[CH:7]=[CH:6][C:5]([C:8]2[N:9]=[C:10]([CH:14]3[CH2:19][CH2:18][N:17]([C:20]4[N:25]=[CH:24][N:23]=[C:22]5[NH:26][N:27]=[CH:28][C:21]=45)[CH2:16][CH2:15]3)[N:11]([CH3:13])[CH:12]=2)=[CH:4][C:3]=1[C:29]([F:32])([F:31])[F:30].O.[C:34]1([CH3:44])[CH:39]=[CH:38][C:37]([S:40]([OH:43])(=[O:42])=[O:41])=[CH:36][CH:35]=1.O, predict the reaction product. The product is: [C:34]1([CH3:44])[CH:35]=[CH:36][C:37]([S:40]([OH:43])(=[O:41])=[O:42])=[CH:38][CH:39]=1.[F:1][C:2]1[CH:7]=[CH:6][C:5]([C:8]2[N:9]=[C:10]([CH:14]3[CH2:19][CH2:18][N:17]([C:20]4[N:25]=[CH:24][N:23]=[C:22]5[NH:26][N:27]=[CH:28][C:21]=45)[CH2:16][CH2:15]3)[N:11]([CH3:13])[CH:12]=2)=[CH:4][C:3]=1[C:29]([F:31])([F:30])[F:32]. (4) Given the reactants [Cl:1][C:2]1[CH:10]=[CH:9][C:8]([NH:11][C:12](=[O:21])[C:13]2[CH:18]=[CH:17][C:16]([C:19]#[N:20])=[CH:15][CH:14]=2)=[CH:7][C:3]=1[C:4]([OH:6])=O.ClC1N=C(OC)N=C(OC)N=1.CN1CCOCC1.[C:40]([O:44][C:45]([N:47]1[CH2:52][CH2:51][CH:50]([S:53]([C:56]2[CH:61]=[CH:60][C:59]([NH:62][C:63]3[N:68]=[CH:67][C:66]([NH2:69])=[CH:65][N:64]=3)=[CH:58][CH:57]=2)(=[O:55])=[O:54])[CH2:49][CH2:48]1)=[O:46])([CH3:43])([CH3:42])[CH3:41], predict the reaction product. The product is: [C:40]([O:44][C:45]([N:47]1[CH2:48][CH2:49][CH:50]([S:53]([C:56]2[CH:57]=[CH:58][C:59]([NH:62][C:63]3[N:68]=[CH:67][C:66]([NH:69][C:4](=[O:6])[C:3]4[CH:7]=[C:8]([NH:11][C:12](=[O:21])[C:13]5[CH:18]=[CH:17][C:16]([C:19]#[N:20])=[CH:15][CH:14]=5)[CH:9]=[CH:10][C:2]=4[Cl:1])=[CH:65][N:64]=3)=[CH:60][CH:61]=2)(=[O:54])=[O:55])[CH2:51][CH2:52]1)=[O:46])([CH3:43])([CH3:41])[CH3:42]. (5) Given the reactants [Cl:1][C:2]1[CH:3]=[CH:4][C:5]2[C:17]3[C:16]4[CH:15]=[CH:14][N:13]=[CH:12][C:11]=4[C:10](=[O:18])[C:9]=3[C:8](CS(C3C=CC(C)=CC=3)(=O)=O)=[N:7][C:6]=2[CH:30]=1.[NH2:31][CH2:32][CH2:33][N:34]([CH3:43])[CH2:35][CH2:36][CH2:37][N:38]([CH2:40][CH2:41][NH2:42])[CH3:39], predict the reaction product. The product is: [Cl:1][C:2]1[CH:3]=[CH:4][C:5]2[C:17]3[C:16]4[CH:15]=[CH:14][N:13]=[CH:12][C:11]=4[C:10](=[O:18])[C:9]=3[C:8]([NH:42][CH2:41][CH2:40][N:38]([CH2:37][CH2:36][CH2:35][N:34]([CH2:33][CH2:32][NH:31][C:8]3[C:9]4[C:10](=[O:18])[C:11]5[CH:12]=[N:13][CH:14]=[CH:15][C:16]=5[C:17]=4[C:5]4[CH:4]=[CH:3][C:2]([Cl:1])=[CH:30][C:6]=4[N:7]=3)[CH3:43])[CH3:39])=[N:7][C:6]=2[CH:30]=1. (6) Given the reactants CCCP1(OP(CCC)(=O)OP(CCC)(=O)O1)=O.[NH2:19][C:20]1[CH:21]=[CH:22][C:23]([F:37])=[C:24]([C@@:26]2([CH:34]([F:36])[F:35])[C@H:32]3[C@H:30]([CH2:31]3)[O:29][C:28]([NH2:33])=[N:27]2)[CH:25]=1.[Cl:38][C:39]1[CH:40]=[C:41]([O:48][CH3:49])[C:42]([C:45](O)=[O:46])=[N:43][CH:44]=1, predict the reaction product. The product is: [NH2:33][C:28]1[O:29][C@H:30]2[C@@H:32]([C@:26]([C:24]3[CH:25]=[C:20]([NH:19][C:45](=[O:46])[C:42]4[C:41]([O:48][CH3:49])=[CH:40][C:39]([Cl:38])=[CH:44][N:43]=4)[CH:21]=[CH:22][C:23]=3[F:37])([CH:34]([F:35])[F:36])[N:27]=1)[CH2:31]2. (7) Given the reactants Br[C:2]1[C:3]([O:14][C:15]2[CH:20]=[CH:19][C:18]([O:21][CH3:22])=[CH:17][CH:16]=2)=[N:4][C:5]([C:8]2[CH:9]=[N:10][CH:11]=[CH:12][CH:13]=2)=[N:6][CH:7]=1.[C:23]([O:27][C:28]([N:30]1[CH2:35][CH2:34][NH:33][CH2:32][CH2:31]1)=[O:29])([CH3:26])([CH3:25])[CH3:24].C([O-])([O-])=O.[Cs+].[Cs+], predict the reaction product. The product is: [C:23]([O:27][C:28]([N:30]1[CH2:35][CH2:34][N:33]([C:2]2[C:3]([O:14][C:15]3[CH:20]=[CH:19][C:18]([O:21][CH3:22])=[CH:17][CH:16]=3)=[N:4][C:5]([C:8]3[CH:9]=[N:10][CH:11]=[CH:12][CH:13]=3)=[N:6][CH:7]=2)[CH2:32][CH2:31]1)=[O:29])([CH3:26])([CH3:24])[CH3:25]. (8) Given the reactants [N:1]([CH2:4][C@@H:5]1[CH2:14][C:13]2[C:8](=[CH:9][CH:10]=[CH:11][CH:12]=2)[CH2:7][N:6]1[C:15]([O:17][CH2:18][C:19]1[CH:24]=[CH:23][CH:22]=[CH:21][CH:20]=1)=[O:16])=[N+]=[N-].C1(P(C2C=CC=CC=2)C2C=CC=CC=2)C=CC=CC=1.O, predict the reaction product. The product is: [NH2:1][CH2:4][C@@H:5]1[CH2:14][C:13]2[C:8](=[CH:9][CH:10]=[CH:11][CH:12]=2)[CH2:7][N:6]1[C:15]([O:17][CH2:18][C:19]1[CH:24]=[CH:23][CH:22]=[CH:21][CH:20]=1)=[O:16].